From a dataset of Reaction yield outcomes from USPTO patents with 853,638 reactions. Predict the reaction yield, written as a fraction of the theoretical maximum amount of product (1.0 means a 100% yield; for example, 0.34 means a 34% yield). The reactants are C(Cl)CCl.[CH3:5][NH:6][CH2:7][C:8]1[NH:9][C:10]2[C:15]([C:16]=1[CH3:17])=[CH:14][CH:13]=[CH:12][CH:11]=2.Cl.[O:19]=[C:20]1[CH2:25][O:24][C:23]2[CH:26]=[C:27](/[CH:30]=[CH:31]/[C:32](O)=[O:33])[CH:28]=[N:29][C:22]=2[NH:21]1.C1C=CC2N(O)N=NC=2C=1.CCN(C(C)C)C(C)C. The product is [CH3:5][N:6]([CH2:7][C:8]1[NH:9][C:10]2[C:15]([C:16]=1[CH3:17])=[CH:14][CH:13]=[CH:12][CH:11]=2)[C:32](=[O:33])/[CH:31]=[CH:30]/[C:27]1[CH:28]=[N:29][C:22]2[NH:21][C:20](=[O:19])[CH2:25][O:24][C:23]=2[CH:26]=1. The yield is 0.0400. The catalyst is CN(C=O)C.O.